This data is from Catalyst prediction with 721,799 reactions and 888 catalyst types from USPTO. The task is: Predict which catalyst facilitates the given reaction. (1) Reactant: [Br:1][C:2]1[CH:3]=[CH:4][C:5]2[CH2:12][NH:11][C:10]3[CH:13]=[CH:14][C:15]([Cl:17])=[CH:16][C:9]=3[CH:8]=[CH:7][C:6]=2[CH:18]=1.N1C=CC=CC=1.[CH:25]1([C:28](Cl)=[O:29])[CH2:27][CH2:26]1. Product: [Br:1][C:2]1[CH:3]=[CH:4][C:5]2[CH2:12][N:11]([C:28]([CH:25]3[CH2:27][CH2:26]3)=[O:29])[C:10]3[CH:13]=[CH:14][C:15]([Cl:17])=[CH:16][C:9]=3[CH:8]=[CH:7][C:6]=2[CH:18]=1. The catalyst class is: 68. (2) Reactant: [CH2:1]1[C:11]2=[C:12]3[C:7](=[CH:8][CH:9]=[CH:10]2)[CH2:6][CH2:5][N:4]([CH2:13][CH2:14][CH2:15][NH:16][C:17](=O)[CH3:18])[CH:3]3[CH2:2]1.[H-].[H-].[H-].[H-].[Li+].[Al+3].O.[OH-].[Na+]. Product: [CH2:17]([NH:16][CH2:15][CH2:14][CH2:13][N:4]1[CH2:5][CH2:6][C:7]2[C:12]3[CH:3]1[CH2:2][CH2:1][C:11]=3[CH:10]=[CH:9][CH:8]=2)[CH3:18]. The catalyst class is: 1. (3) Reactant: Cl[C:2]1[N:3]=[N:4][C:5]([Cl:10])=[CH:6][C:7]=1[C:8]#[N:9].O.[NH2:12][NH2:13]. Product: [Cl:10][C:5]1[CH:6]=[C:7]2[C:8]([NH2:9])=[N:4][NH:3][C:2]2=[N:12][N:13]=1. The catalyst class is: 5. (4) Reactant: [Br:1][C:2]1[CH:3]=[CH:4][C:5]([CH2:8]O)=[N:6][CH:7]=1.N(C(N1CCCCC1)=O)=NC(N1CCCCC1)=O.C1(P(C2C=CC=CC=2)C2C=CC=CC=2)C=CC=CC=1.[C:47]1(=[O:57])[NH:51][C:50](=[O:52])[C:49]2=[CH:53][CH:54]=[CH:55][CH:56]=[C:48]12. Product: [Br:1][C:2]1[CH:3]=[CH:4][C:5]([CH2:8][N:51]2[C:47](=[O:57])[C:48]3[C:49](=[CH:53][CH:54]=[CH:55][CH:56]=3)[C:50]2=[O:52])=[N:6][CH:7]=1. The catalyst class is: 1. (5) Reactant: [CH2:1]([C:3]1([CH2:18][OH:19])[CH2:8][O:7][CH:6]([C:9]2[N:13]([CH3:14])[N:12]=[CH:11][C:10]=2[N+:15]([O-:17])=[O:16])[O:5][CH2:4]1)[CH3:2].CCN(CC)CC.[CH3:27][S:28](Cl)(=[O:30])=[O:29]. Product: [CH3:27][S:28]([O:19][CH2:18][C:3]1([CH2:1][CH3:2])[CH2:4][O:5][CH:6]([C:9]2[N:13]([CH3:14])[N:12]=[CH:11][C:10]=2[N+:15]([O-:17])=[O:16])[O:7][CH2:8]1)(=[O:30])=[O:29]. The catalyst class is: 473. (6) Product: [NH2:18][C:19]1[CH:24]=[CH:23][C:22]([S:25][C:26]2[S:30][C:29]([C:31]([OH:33])=[O:32])=[CH:28][C:27]=2[NH:36][C:37]2[C:38]3[CH:46]=[CH:45][C:44]([CH:47]([CH3:49])[CH3:48])=[N:43][C:39]=3[N:40]=[CH:41][N:42]=2)=[CH:21][CH:20]=1. The catalyst class is: 38. Reactant: C1C2C(COC([NH:18][C:19]3[CH:24]=[CH:23][C:22]([S:25][C:26]4[S:30][C:29]([C:31]([O:33]CC)=[O:32])=[CH:28][C:27]=4[NH:36][C:37]4[C:38]5[CH:46]=[CH:45][C:44]([CH:47]([CH3:49])[CH3:48])=[N:43][C:39]=5[N:40]=[CH:41][N:42]=4)=[CH:21][CH:20]=3)=O)C3C(=CC=CC=3)C=2C=CC=1.O.[OH-].[Li+].Cl. (7) Reactant: [C:1]1(B(O)O)[CH:6]=[CH:5][CH:4]=[CH:3][CH:2]=1.C(=O)([O-])[O-].[K+].[K+].[Cl:16][C:17]1[C:22]([CH3:23])=[C:21](Cl)[N:20]=[C:19]([CH3:25])[N:18]=1.[Cl-].[NH4+]. Product: [Cl:16][C:17]1[C:22]([CH3:23])=[C:21]([C:1]2[CH:6]=[CH:5][CH:4]=[CH:3][CH:2]=2)[N:20]=[C:19]([CH3:25])[N:18]=1. The catalyst class is: 658. (8) Reactant: [Cl:1][C:2]1[CH:11]=[C:10]2[C:5]([CH:6]=[CH:7][C:8]([CH:12]=[CH:13][C:14]3[CH:15]=[C:16]([C@H:20]([S:33][CH2:34][C:35]4([CH2:38][C:39]([OH:41])=[O:40])[CH2:37][CH2:36]4)[CH2:21][CH2:22][C:23]4[CH:28]=[CH:27][CH:26]=[CH:25][C:24]=4[C:29]([OH:32])([CH3:31])[CH3:30])[CH:17]=[CH:18][CH:19]=3)=[N:9]2)=[CH:4][CH:3]=1.CC(C)=O.[C:46]([NH2:50])([CH3:49])([CH3:48])[CH3:47]. Product: [C:46]([NH2:50])([CH3:49])([CH3:48])[CH3:47].[Cl:1][C:2]1[CH:11]=[C:10]2[C:5]([CH:6]=[CH:7][C:8]([CH:12]=[CH:13][C:14]3[CH:15]=[C:16]([CH:20]([S:33][CH2:34][C:35]4([CH2:38][C:39]([OH:41])=[O:40])[CH2:36][CH2:37]4)[CH2:21][CH2:22][C:23]4[CH:28]=[CH:27][CH:26]=[CH:25][C:24]=4[C:29]([OH:32])([CH3:31])[CH3:30])[CH:17]=[CH:18][CH:19]=3)=[N:9]2)=[CH:4][CH:3]=1. The catalyst class is: 32. (9) Reactant: [CH3:1][C:2]1([C:19]2[CH:24]=[CH:23][CH:22]=[C:21]([N+:25]([O-:27])=[O:26])[CH:20]=2)[N:7]2[CH:3]1[C:4](=O)[CH:5]([CH2:9][CH2:10][CH2:11][C:12]1[CH:17]=[CH:16][CH:15]=[CH:14][CH:13]=1)[C:6]2=O.[BH4-].[Na+].B(F)(F)F.N1CCNCC1. Product: [N+:25]([C:21]1[CH:20]=[C:19]([C:2]2([CH3:1])[N:7]3[CH:3]2[CH2:4][CH:5]([CH2:9][CH2:10][CH2:11][C:12]2[CH:13]=[CH:14][CH:15]=[CH:16][CH:17]=2)[CH2:6]3)[CH:24]=[CH:23][CH:22]=1)([O-:27])=[O:26]. The catalyst class is: 7. (10) Reactant: C(=O)([O-])[O-].[Cs+].[Cs+].I[CH:8]([CH3:10])[CH3:9].[CH:11]1([C:15]2[C:24]([CH:25]3[CH2:27][CH2:26]3)=[CH:23][C:18]([C:19]([O:21][CH3:22])=[O:20])=[C:17]([OH:28])[CH:16]=2)[CH2:14][CH2:13][CH2:12]1.O. Product: [CH:11]1([C:15]2[C:24]([CH:25]3[CH2:26][CH2:27]3)=[CH:23][C:18]([C:19]([O:21][CH3:22])=[O:20])=[C:17]([O:28][CH:8]([CH3:10])[CH3:9])[CH:16]=2)[CH2:14][CH2:13][CH2:12]1. The catalyst class is: 39.